Dataset: Full USPTO retrosynthesis dataset with 1.9M reactions from patents (1976-2016). Task: Predict the reactants needed to synthesize the given product. (1) Given the product [CH3:13][N:12]1[C:11]2[CH:14]=[CH:15][CH:16]=[CH:17][C:10]=2[N:9]=[C:8]1[C:6]1[CH:5]=[CH:4][CH:3]=[C:2]([N:18]2[CH2:23][CH2:22][NH:21][CH2:20][CH2:19]2)[N:7]=1, predict the reactants needed to synthesize it. The reactants are: Br[C:2]1[N:7]=[C:6]([C:8]2[N:12]([CH3:13])[C:11]3[CH:14]=[CH:15][CH:16]=[CH:17][C:10]=3[N:9]=2)[CH:5]=[CH:4][CH:3]=1.[NH:18]1[CH2:23][CH2:22][NH:21][CH2:20][CH2:19]1.CS(C)=O.[F-].[Cs+]. (2) The reactants are: [C:1]([C:3]1([C:16](=[O:29])[NH:17][CH2:18][C:19]2[CH:20]=[N:21][C:22]([C:25]([F:28])([F:27])[F:26])=[CH:23][CH:24]=2)[CH2:8][CH2:7][N:6]([C:9]([O:11][C:12]([CH3:15])([CH3:14])[CH3:13])=[O:10])[CH2:5][CH2:4]1)#[N:2]. Given the product [NH2:2][CH2:1][C:3]1([C:16](=[O:29])[NH:17][CH2:18][C:19]2[CH:20]=[N:21][C:22]([C:25]([F:28])([F:26])[F:27])=[CH:23][CH:24]=2)[CH2:4][CH2:5][N:6]([C:9]([O:11][C:12]([CH3:15])([CH3:14])[CH3:13])=[O:10])[CH2:7][CH2:8]1, predict the reactants needed to synthesize it. (3) Given the product [Cl:1][CH2:2][C:3]([NH:12][CH2:6][CH:7]1[CH2:8][CH2:9][CH2:10][O:11]1)=[O:4], predict the reactants needed to synthesize it. The reactants are: [Cl:1][CH2:2][C:3](Cl)=[O:4].[CH2:6]([NH2:12])[CH:7]1[O:11][CH2:10][CH2:9][CH2:8]1.CN(C)C. (4) The reactants are: C(OC([N:8]1[C:12]2[CH:13]=[CH:14][C:15]([F:17])=[CH:16][C:11]=2[N:10]=[C:9]1[C:18]1[CH:23]=[C:22]([N:24]2[CH2:29][CH2:28][CH:27]([C:30]([O:32]CC)=[O:31])[CH2:26][CH2:25]2)[CH:21]=[CH:20][C:19]=1[Cl:35])=O)(C)(C)C. Given the product [ClH:35].[Cl:35][C:19]1[CH:20]=[CH:21][C:22]([N:24]2[CH2:29][CH2:28][CH:27]([C:30]([OH:32])=[O:31])[CH2:26][CH2:25]2)=[CH:23][C:18]=1[C:9]1[NH:8][C:12]2[CH:13]=[CH:14][C:15]([F:17])=[CH:16][C:11]=2[N:10]=1, predict the reactants needed to synthesize it. (5) Given the product [F:19][C:20]1[CH:21]=[C:22]([CH:32]([NH:34][C:35]([C:37]2[N:38]=[C:39]([C:8]3[CH:7]=[CH:6][CH:5]=[C:4]([CH:1]4[CH2:3][CH2:2]4)[CH:9]=3)[O:40][CH:41]=2)=[O:36])[CH3:33])[CH:23]=[C:24]([F:31])[C:25]=1[NH:26][S:27]([CH3:30])(=[O:29])=[O:28], predict the reactants needed to synthesize it. The reactants are: [CH:1]1([C:4]2[CH:5]=[C:6](C3OC(C)(C)C(C)(C)O3)[CH:7]=[CH:8][CH:9]=2)[CH2:3][CH2:2]1.[F:19][C:20]1[CH:21]=[C:22]([CH:32]([NH:34][C:35]([C:37]2[N:38]=[C:39](Cl)[O:40][CH:41]=2)=[O:36])[CH3:33])[CH:23]=[C:24]([F:31])[C:25]=1[NH:26][S:27]([CH3:30])(=[O:29])=[O:28].C([O-])([O-])=O.[Cs+].[Cs+]. (6) Given the product [CH2:1]([C@@H:8]1[CH2:19][N:18]2[C:10]([C:11]3[NH:12][C:13]([CH:21]4[CH2:25][CH2:24][CH2:23][CH2:22]4)=[N:14][C:15]=3[N:16]=[C:17]2[O:37][CH2:38][CH2:39][CH2:26][S:27][CH3:28])=[N:9]1)[C:2]1[CH:7]=[CH:6][CH:5]=[CH:4][CH:3]=1, predict the reactants needed to synthesize it. The reactants are: [CH2:1]([C@@H:8]1[CH2:19][N:18]2[C:10]([C:11]3[NH:12][C:13]([CH:21]4[CH2:25][CH2:24][CH2:23][CH2:22]4)=[N:14][C:15]=3[N:16]=[C:17]2Cl)=[N:9]1)[C:2]1[CH:7]=[CH:6][CH:5]=[CH:4][CH:3]=1.[CH3:26][S:27][CH:28](C)CO.[H-].[Na+].C([O:37][CH2:38][CH3:39])(=O)C. (7) Given the product [F:33][C:30]1[CH:31]=[CH:32][C:27]([N:24]2[C:20]3[CH:21]=[N:22][CH:23]=[C:18]([C:16]([NH:15][C@H:12]([C:7]4[CH:6]=[C:5]([S:2]([CH3:1])(=[O:3])=[O:4])[N:10]=[C:9]([O:11][S:41]([C:44]([F:47])([F:46])[F:45])(=[O:43])=[O:42])[CH:8]=4)[CH2:13][CH3:14])=[O:17])[C:19]=3[CH:26]=[N:25]2)=[CH:28][CH:29]=1, predict the reactants needed to synthesize it. The reactants are: [CH3:1][S:2]([C:5]1[NH:10][C:9](=[O:11])[CH:8]=[C:7]([C@@H:12]([NH:15][C:16]([C:18]2[C:19]3[CH:26]=[N:25][N:24]([C:27]4[CH:32]=[CH:31][C:30]([F:33])=[CH:29][CH:28]=4)[C:20]=3[CH:21]=[N:22][CH:23]=2)=[O:17])[CH2:13][CH3:14])[CH:6]=1)(=[O:4])=[O:3].C1C=CC(N([S:41]([C:44]([F:47])([F:46])[F:45])(=[O:43])=[O:42])[S:41]([C:44]([F:47])([F:46])[F:45])(=[O:43])=[O:42])=CC=1.CCN(C(C)C)C(C)C.